Task: Binary Classification. Given a drug SMILES string, predict its activity (active/inactive) in a high-throughput screening assay against a specified biological target.. Dataset: M1 muscarinic receptor antagonist screen with 61,756 compounds (1) The drug is S(=O)(=O)(Nc1c(N2CCN(CC2)C)cccc1)c1cc2c(N(C(=O)C3CCC3)CC2)cc1. The result is 0 (inactive). (2) The compound is O=C(N1CCN(CC1)c1c(ccc(c1)C)C)CCCOc1c2c(n(c(=O)c1)C)cccc2. The result is 0 (inactive).